This data is from Forward reaction prediction with 1.9M reactions from USPTO patents (1976-2016). The task is: Predict the product of the given reaction. (1) Given the reactants [C:1]([O:5][C:6](=[O:21])[NH:7][C@@H:8]([C:10]1[CH:19]=[CH:18][C:17]2[C:12](=[CH:13][C:14](Br)=[CH:15][CH:16]=2)[N:11]=1)[CH3:9])([CH3:4])([CH3:3])[CH3:2].[F:22][CH2:23][C:24]([CH2:30][F:31])([CH:28]=[CH2:29])[C:25]([OH:27])=[O:26].C1(C)C=CC=CC=1P(C1C=CC=CC=1C)C1C=CC=CC=1C.C(N(CC)CC)C, predict the reaction product. The product is: [C:1]([O:5][C:6]([NH:7][C@@H:8]([C:10]1[CH:19]=[CH:18][C:17]2[C:12](=[CH:13][C:14](/[CH:29]=[CH:28]/[C:24]([CH2:30][F:31])([CH2:23][F:22])[C:25]([OH:27])=[O:26])=[CH:15][CH:16]=2)[N:11]=1)[CH3:9])=[O:21])([CH3:4])([CH3:3])[CH3:2]. (2) Given the reactants [Br:1][C:2]1[CH:3]=[C:4]([C@:7]2([CH3:23])[CH2:12][C:11](=[O:13])[N:10]([CH3:14])[C:9](=[N:15][C:16](=[O:22])[O:17][C:18]([CH3:21])([CH3:20])[CH3:19])[NH:8]2)[S:5][CH:6]=1.[Li+].[CH3:25][Si]([N-][Si](C)(C)C)(C)C, predict the reaction product. The product is: [Br:1][C:2]1[CH:3]=[C:4]([C@:7]2([CH3:23])[C:12](=[CH2:25])[C:11](=[O:13])[N:10]([CH3:14])[C:9](=[N:15][C:16](=[O:22])[O:17][C:18]([CH3:19])([CH3:21])[CH3:20])[NH:8]2)[S:5][CH:6]=1. (3) Given the reactants [N:1]([CH:4]1[CH2:23][N:8]2[C:9]3[C:14]([C:15]([CH2:16][C:17]([O:19]CCC)=[O:18])=[C:7]2[CH2:6][CH2:5]1)=[CH:13][CH:12]=[CH:11][CH:10]=3)=[N+:2]=[N-:3].[C:24]([C:26]1[CH:31]=[CH:30][C:29]([S:32]([CH3:35])(=[O:34])=[O:33])=[CH:28][CH:27]=1)#[CH:25], predict the reaction product. The product is: [CH3:35][S:32]([C:29]1[CH:30]=[CH:31][C:26]([C:24]2[N:3]=[N:2][N:1]([CH:4]3[CH2:23][N:8]4[C:9]5[C:14]([C:15]([CH2:16][C:17]([OH:19])=[O:18])=[C:7]4[CH2:6][CH2:5]3)=[CH:13][CH:12]=[CH:11][CH:10]=5)[CH:25]=2)=[CH:27][CH:28]=1)(=[O:33])=[O:34].